Regression. Given a peptide amino acid sequence and an MHC pseudo amino acid sequence, predict their binding affinity value. This is MHC class II binding data. From a dataset of Peptide-MHC class II binding affinity with 134,281 pairs from IEDB. The MHC is DRB5_0101 with pseudo-sequence DRB5_0101. The peptide sequence is KTGQALVVGIYDEPM. The binding affinity (normalized) is 0.224.